Task: Predict which catalyst facilitates the given reaction.. Dataset: Catalyst prediction with 721,799 reactions and 888 catalyst types from USPTO (1) Reactant: C(OC([NH:8][C@H:9]([C:19]([O:21][CH3:22])=[O:20])[CH2:10][C:11]1[CH:16]=[CH:15][C:14]([O:17][CH3:18])=[CH:13][CH:12]=1)=O)(C)(C)C.[ClH:23].O1CCOCC1. Product: [ClH:23].[CH3:18][O:17][C:14]1[CH:13]=[CH:12][C:11]([CH2:10][C@@H:9]([C:19]([O:21][CH3:22])=[O:20])[NH2:8])=[CH:16][CH:15]=1. The catalyst class is: 2. (2) Reactant: Cl[C:2]1[N:10]=[C:9]([F:11])[N:8]=[C:7]2[C:3]=1[N:4]=[CH:5][N:6]2[CH:12]([CH3:14])[CH3:13].C(N(C(C)C)CC)(C)C.[CH:24]1([NH2:28])[CH2:27][CH2:26][CH2:25]1. Product: [CH:24]1([NH:28][C:2]2[N:10]=[C:9]([F:11])[N:8]=[C:7]3[C:3]=2[N:4]=[CH:5][N:6]3[CH:12]([CH3:14])[CH3:13])[CH2:27][CH2:26][CH2:25]1. The catalyst class is: 8. (3) Reactant: [C:1]([C:5]1[CH:10]=[CH:9][C:8]([C:11]2[CH:12]=[C:13]3[C:17](=[CH:18][CH:19]=2)[N:16]([C:20]2[CH:25]=[CH:24][C:23]([O:26][CH:27]4[CH2:31][CH2:30][CH2:29][CH2:28]4)=[CH:22][CH:21]=2)[C:15]([C:32](Cl)=[O:33])=[CH:14]3)=[CH:7][CH:6]=1)([CH3:4])([CH3:3])[CH3:2].Cl.[CH2:36]([O:38][C:39](=[O:42])[CH2:40][NH2:41])[CH3:37].CCN(CC)CC.C([O-])(O)=O.[Na+]. Product: [CH2:36]([O:38][C:39](=[O:42])[CH2:40][NH:41][C:32]([C:15]1[N:16]([C:20]2[CH:21]=[CH:22][C:23]([O:26][CH:27]3[CH2:31][CH2:30][CH2:29][CH2:28]3)=[CH:24][CH:25]=2)[C:17]2[C:13]([CH:14]=1)=[CH:12][C:11]([C:8]1[CH:7]=[CH:6][C:5]([C:1]([CH3:4])([CH3:3])[CH3:2])=[CH:10][CH:9]=1)=[CH:19][CH:18]=2)=[O:33])[CH3:37]. The catalyst class is: 2. (4) Reactant: Cl.[NH:2]1[CH2:7][CH2:6][CH2:5][C@@H:4]([C:8]2[N:12]3[C:13]4[CH:19]=[CH:18][NH:17][C:14]=4[N:15]=[CH:16][C:11]3=[CH:10][N:9]=2)[CH2:3]1.Cl[C:21]([O:23][CH:24]1[CH2:28][CH2:27][CH2:26][CH2:25]1)=[O:22]. Product: [C:8]1([C@@H:4]2[CH2:5][CH2:6][CH2:7][N:2]([C:21]([O:23][CH:24]3[CH2:28][CH2:27][CH2:26][CH2:25]3)=[O:22])[CH2:3]2)[N:12]2[C:13]3[CH:19]=[CH:18][NH:17][C:14]=3[N:15]=[CH:16][C:11]2=[CH:10][N:9]=1. The catalyst class is: 76. (5) Reactant: [C:1]([O:5][C:6]([NH:8][CH2:9][CH2:10]Br)=[O:7])([CH3:4])([CH3:3])[CH3:2].[CH3:12][NH:13][CH:14]1[CH2:19][CH2:18][CH2:17][CH2:16][CH2:15]1.C(=O)([O-])[O-].[K+].[K+].[I-].[Na+]. Product: [C:1]([O:5][C:6]([NH:8][CH2:9][CH2:10][N:13]([CH:14]1[CH2:19][CH2:18][CH2:17][CH2:16][CH2:15]1)[CH3:12])=[O:7])([CH3:4])([CH3:3])[CH3:2]. The catalyst class is: 35.